From a dataset of NCI-60 drug combinations with 297,098 pairs across 59 cell lines. Regression. Given two drug SMILES strings and cell line genomic features, predict the synergy score measuring deviation from expected non-interaction effect. Drug 1: CN1C(=O)N2C=NC(=C2N=N1)C(=O)N. Drug 2: CC1C(C(CC(O1)OC2CC(OC(C2O)C)OC3=CC4=CC5=C(C(=O)C(C(C5)C(C(=O)C(C(C)O)O)OC)OC6CC(C(C(O6)C)O)OC7CC(C(C(O7)C)O)OC8CC(C(C(O8)C)O)(C)O)C(=C4C(=C3C)O)O)O)O. Cell line: PC-3. Synergy scores: CSS=39.1, Synergy_ZIP=2.58, Synergy_Bliss=3.56, Synergy_Loewe=-34.5, Synergy_HSA=-0.303.